Dataset: Full USPTO retrosynthesis dataset with 1.9M reactions from patents (1976-2016). Task: Predict the reactants needed to synthesize the given product. Given the product [OH:18][CH:17]([C:19]1[CH:24]=[CH:23][CH:22]=[C:21]([CH3:25])[N:20]=1)[CH2:16][NH:15][C:8](=[O:10])[CH3:9], predict the reactants needed to synthesize it. The reactants are: C(N(CC)CC)C.[C:8](OC(=O)C)(=[O:10])[CH3:9].[NH2:15][CH2:16][CH:17]([C:19]1[CH:24]=[CH:23][CH:22]=[C:21]([CH3:25])[N:20]=1)[OH:18].